This data is from Full USPTO retrosynthesis dataset with 1.9M reactions from patents (1976-2016). The task is: Predict the reactants needed to synthesize the given product. (1) Given the product [O:11]=[C:7]1[C:8]2[C:4](=[CH:3][C:2](/[CH:33]=[CH:32]/[C:31]([O:35][CH3:36])=[O:34])=[CH:10][CH:9]=2)[CH2:5][CH2:6]1, predict the reactants needed to synthesize it. The reactants are: Br[C:2]1[CH:3]=[C:4]2[C:8](=[CH:9][CH:10]=1)[C:7](=[O:11])[CH2:6][CH2:5]2.C1C=CC(P(C2C=CC=CC=2)C2C=CC=CC=2)=CC=1.[C:31]([O:35][CH3:36])(=[O:34])[CH:32]=[CH2:33]. (2) Given the product [C:1]([O:5][C:6]([N:8]1[CH2:12][CH2:11][CH2:10][CH:9]1[C:13]([O:15][CH2:24][C:25]([C:27]1[C:36]2[C:31](=[CH:32][CH:33]=[CH:34][CH:35]=2)[C:30]([Br:37])=[CH:29][CH:28]=1)=[O:26])=[O:14])=[O:7])([CH3:4])([CH3:2])[CH3:3], predict the reactants needed to synthesize it. The reactants are: [C:1]([O:5][C:6]([N:8]1[CH2:12][CH2:11][CH2:10][CH:9]1[C:13]([OH:15])=[O:14])=[O:7])([CH3:4])([CH3:3])[CH3:2].C(N(CC)CC)C.Br[CH2:24][C:25]([C:27]1[C:36]2[C:31](=[CH:32][CH:33]=[CH:34][CH:35]=2)[C:30]([Br:37])=[CH:29][CH:28]=1)=[O:26].